Dataset: Reaction yield outcomes from USPTO patents with 853,638 reactions. Task: Predict the reaction yield, written as a fraction of the theoretical maximum amount of product (1.0 means a 100% yield; for example, 0.34 means a 34% yield). (1) The reactants are [CH3:1][CH:2]([O:4][C:5]1[CH:6]=[C:7]([NH:10][C:11]2[CH:16]=[CH:15][N:14]=[C:13]([NH:17][CH2:18][C:19]3[O:23][N:22]=[C:21]([C:24]([O:26]CC)=O)[CH:20]=3)[N:12]=2)[NH:8][N:9]=1)[CH3:3].[CH3:29][NH2:30]. The catalyst is CO.CN(C=O)C. The product is [CH3:29][NH:30][C:24]([C:21]1[CH:20]=[C:19]([CH2:18][NH:17][C:13]2[N:12]=[C:11]([NH:10][C:7]3[NH:8][N:9]=[C:5]([O:4][CH:2]([CH3:1])[CH3:3])[CH:6]=3)[CH:16]=[CH:15][N:14]=2)[O:23][N:22]=1)=[O:26]. The yield is 0.590. (2) The product is [N+:9]([C:8]1[C:3]([NH2:17])=[N:4][C:5]([C:12]2[O:13][CH:14]=[CH:15][N:16]=2)=[CH:6][CH:7]=1)([O-:11])=[O:10]. No catalyst specified. The reactants are CO[C:3]1[C:8]([N+:9]([O-:11])=[O:10])=[CH:7][CH:6]=[C:5]([C:12]2[O:13][CH:14]=[CH:15][N:16]=2)[N:4]=1.[NH3:17]. The yield is 0.770. (3) The reactants are [CH2:1]=[C:2]1[CH:8]2[CH2:9][CH:5]([CH2:6][CH2:7]2)[C:4](=[O:10])[O:3]1.C(N(CC)CC)C.CC(C)(O)C#N.[CH3:24][S:25]([C:28]1[CH:36]=[CH:35][C:31]([C:32](Cl)=[O:33])=[C:30]([N+:37]([O-:39])=[O:38])[CH:29]=1)(=[O:27])=[O:26]. The catalyst is C(#N)C.C(OCC)(=O)C. The product is [OH:3][C:2]1[CH:8]2[CH2:9][CH:5]([CH2:6][CH2:7]2)[C:4](=[O:10])[C:1]=1[C:32](=[O:33])[C:31]1[CH:35]=[CH:36][C:28]([S:25]([CH3:24])(=[O:27])=[O:26])=[CH:29][C:30]=1[N+:37]([O-:39])=[O:38]. The yield is 0.449. (4) The reactants are N[C:2]1[CH:3]=[C:4]([C:8]#[C:9][C:10]2[N:11]([CH2:23][CH3:24])[C:12]3[C:17]([C:18]=2[C:19]#[N:20])=[CH:16][CH:15]=[C:14]([O:21][CH3:22])[CH:13]=3)[CH:5]=[CH:6][CH:7]=1.[CH3:25][P:26](Cl)([CH3:28])=[O:27].[N:30]1C=CC=CC=1. The catalyst is C1COCC1.CCOC(C)=O. The product is [C:19]([C:18]1[C:17]2[C:12](=[CH:13][C:14]([O:21][CH3:22])=[CH:15][CH:16]=2)[N:11]([CH2:23][CH3:24])[C:10]=1[C:9]#[C:8][C:4]1[CH:5]=[CH:6][C:7]([NH:30][P:26]([CH3:28])([CH3:25])=[O:27])=[CH:2][CH:3]=1)#[N:20]. The yield is 0.520. (5) The reactants are [F:1][C:2]1[CH:3]=[C:4]([C:10](=[O:12])[CH3:11])[CH:5]=[CH:6][C:7]=1[O:8][CH3:9].[Br:13]Br. The catalyst is O1CCOCC1. The product is [Br:13][CH2:11][C:10]([C:4]1[CH:5]=[CH:6][C:7]([O:8][CH3:9])=[C:2]([F:1])[CH:3]=1)=[O:12]. The yield is 0.630. (6) The reactants are [F:1][C:2]1[CH:10]=[CH:9][CH:8]=[C:7]2[C:3]=1[C:4]([CH2:12][NH:13][CH3:14])=[CH:5][N:6]2[CH3:11].CNCC1C2C=CC=CC=2N2CCCC=12.[NH2:30][C:31]1[N:36]=[CH:35][C:34](/[CH:37]=[CH:38]/[C:39]([OH:41])=O)=[CH:33][CH:32]=1.Cl.O=C1NC2N=CC(/C=C/C(O)=O)=CC=2CC1. No catalyst specified. The product is [NH2:30][C:31]1[N:36]=[CH:35][C:34](/[CH:37]=[CH:38]/[C:39]([N:13]([CH2:12][C:4]2[C:3]3[C:7](=[CH:8][CH:9]=[CH:10][C:2]=3[F:1])[N:6]([CH3:11])[CH:5]=2)[CH3:14])=[O:41])=[CH:33][CH:32]=1. The yield is 0.370. (7) The reactants are [CH2:1]([N:8]1[CH2:13][CH2:12][N:11]([CH:14]2[CH2:21][CH:17]3[CH2:18][NH:19][CH2:20][CH:16]3[CH2:15]2)[CH2:10][CH2:9]1)[C:2]1[CH:7]=[CH:6][CH:5]=[CH:4][CH:3]=1.[CH2:22]=O. The catalyst is C(O)=O. The product is [CH2:1]([N:8]1[CH2:13][CH2:12][N:11]([CH:14]2[CH2:21][CH:17]3[CH2:18][N:19]([CH3:22])[CH2:20][CH:16]3[CH2:15]2)[CH2:10][CH2:9]1)[C:2]1[CH:3]=[CH:4][CH:5]=[CH:6][CH:7]=1. The yield is 0.870. (8) The reactants are Br[C:2]1[C:10]2[C:9]([NH:11][C@H:12]([C:14]3[N:19]([C:20]4[CH:25]=[CH:24][CH:23]=[CH:22][CH:21]=4)[C:18](=[O:26])[C:17]4=[C:27]([CH3:30])[CH:28]=[CH:29][N:16]4[N:15]=3)[CH3:13])=[N:8][CH:7]=[N:6][C:5]=2[N:4]([CH2:31][O:32][CH2:33][CH2:34][Si:35]([CH3:38])([CH3:37])[CH3:36])[CH:3]=1.[CH3:39][S:40]([NH:43][C:44]1[CH:45]=[C:46](B(O)O)[CH:47]=[CH:48][CH:49]=1)(=[O:42])=[O:41].C(=O)([O-])[O-].[Na+].[Na+]. The catalyst is Cl[Pd](Cl)([P](C1C=CC=CC=1)(C1C=CC=CC=1)C1C=CC=CC=1)[P](C1C=CC=CC=1)(C1C=CC=CC=1)C1C=CC=CC=1. The product is [CH3:30][C:27]1[CH:28]=[CH:29][N:16]2[C:17]=1[C:18](=[O:26])[N:19]([C:20]1[CH:25]=[CH:24][CH:23]=[CH:22][CH:21]=1)[C:14]([C@@H:12]([NH:11][C:9]1[C:10]3[C:2]([C:48]4[CH:49]=[C:44]([NH:43][S:40]([CH3:39])(=[O:41])=[O:42])[CH:45]=[CH:46][CH:47]=4)=[CH:3][N:4]([CH2:31][O:32][CH2:33][CH2:34][Si:35]([CH3:37])([CH3:38])[CH3:36])[C:5]=3[N:6]=[CH:7][N:8]=1)[CH3:13])=[N:15]2. The yield is 0.730. (9) The yield is 0.520. The product is [C:23]([O:22][C:20]([N:16]1[CH2:17][CH2:18][C:19]2[C:9]([S:8][CH2:7][C:4]3[S:5][CH:6]=[C:2]([C:28]#[N:29])[CH:3]=3)=[C:10]([Cl:27])[CH:11]=[CH:12][C:13]=2[CH2:14][CH2:15]1)=[O:21])([CH3:26])([CH3:25])[CH3:24]. The reactants are Br[C:2]1[CH:3]=[C:4]([CH2:7][S:8][C:9]2[C:19]3[CH2:18][CH2:17][N:16]([C:20]([O:22][C:23]([CH3:26])([CH3:25])[CH3:24])=[O:21])[CH2:15][CH2:14][C:13]=3[CH:12]=[CH:11][C:10]=2[Cl:27])[S:5][CH:6]=1.[CH3:28][N:29](C=O)C. The catalyst is [C-]#N.[Zn+2].[C-]#N.